Dataset: Reaction yield outcomes from USPTO patents with 853,638 reactions. Task: Predict the reaction yield, written as a fraction of the theoretical maximum amount of product (1.0 means a 100% yield; for example, 0.34 means a 34% yield). (1) The reactants are O.[F:2][C:3]1[CH:8]=[CH:7][C:6]([C:9]2[NH:13][N:12]=[C:11]([C:14](O)=[O:15])[C:10]=2[C:17]2[CH:22]=[CH:21][N:20]=[CH:19][CH:18]=2)=[CH:5][CH:4]=1.O.ON1C2C=CC=CC=2N=N1.Cl.CN(C)CCCN=C=NCC.[C:46]([O:50][C:51]([N:53]1[CH2:58][CH2:57][NH:56][CH2:55][CH2:54]1)=[O:52])([CH3:49])([CH3:48])[CH3:47].CN1CCOCC1. The catalyst is CN(C)C=O.C(OCC)(=O)C.C([O-])(O)=O.[Na+].C(O)(C)C.C1(C)C=CC=CC=1. The product is [F:2][C:3]1[CH:4]=[CH:5][C:6]([C:9]2[NH:13][N:12]=[C:11]([C:14]([N:56]3[CH2:57][CH2:58][N:53]([C:51]([O:50][C:46]([CH3:49])([CH3:47])[CH3:48])=[O:52])[CH2:54][CH2:55]3)=[O:15])[C:10]=2[C:17]2[CH:18]=[CH:19][N:20]=[CH:21][CH:22]=2)=[CH:7][CH:8]=1. The yield is 0.784. (2) The reactants are C([N:8]1[CH2:17][CH:16]([CH3:18])[C:15]2[N:14]=[C:13]([Cl:19])[CH:12]=[CH:11][C:10]=2[CH2:9]1)C1C=CC=CC=1.C1(C)C=CC(S(O)(=O)=O)=CC=1.[CH2:31]([CH:34]1[CH2:39][O:38][CH2:37][CH2:36][NH:35]1)[CH2:32][CH3:33]. No catalyst specified. The product is [ClH:19].[CH3:18][CH:16]1[C:15]2[N:14]=[C:13]([N:35]3[CH2:36][CH2:37][O:38][CH2:39][CH:34]3[CH2:31][CH2:32][CH3:33])[CH:12]=[CH:11][C:10]=2[CH2:9][NH:8][CH2:17]1. The yield is 0.230.